This data is from Forward reaction prediction with 1.9M reactions from USPTO patents (1976-2016). The task is: Predict the product of the given reaction. (1) Given the reactants [CH3:1][C:2]1[CH:7]=[C:6]([CH3:8])[CH:5]=[C:4]([CH3:9])[C:3]=1[S:10]([NH:13][C:14]1[CH:15]=[N:16][C:17]([O:20][C:21]2[CH:29]=[C:28]3[C:24]([CH:25]=[C:26]([C:31]([N:33]4[CH2:38][CH2:37][N:36]([CH2:39][C:40]5[CH:45]=[CH:44][C:43]([O:46][CH2:47][C:48]([F:51])([F:50])[F:49])=[CH:42][CH:41]=5)[CH2:35][CH2:34]4)=[O:32])[N:27]3[CH3:30])=[CH:23][CH:22]=2)=[CH:18][CH:19]=1)(=[O:12])=[O:11].[H-].[Na+].I[CH3:55].O, predict the reaction product. The product is: [CH3:9][C:4]1[CH:5]=[C:6]([CH3:8])[CH:7]=[C:2]([CH3:1])[C:3]=1[S:10]([N:13]([CH3:55])[C:14]1[CH:15]=[N:16][C:17]([O:20][C:21]2[CH:29]=[C:28]3[C:24]([CH:25]=[C:26]([C:31]([N:33]4[CH2:34][CH2:35][N:36]([CH2:39][C:40]5[CH:41]=[CH:42][C:43]([O:46][CH2:47][C:48]([F:50])([F:49])[F:51])=[CH:44][CH:45]=5)[CH2:37][CH2:38]4)=[O:32])[N:27]3[CH3:30])=[CH:23][CH:22]=2)=[CH:18][CH:19]=1)(=[O:11])=[O:12]. (2) Given the reactants [CH2:1]([O:3][C:4]1[CH:5]=[C:6]2[C:11](=[C:12]3[CH2:16][C:15]([CH3:18])([CH3:17])[O:14][C:13]=13)[C:10]([C:19]1[CH:28]=[CH:27][C:22]([C:23]([O:25][CH3:26])=[O:24])=[C:21]([NH:29][C:30](=[O:35])[C:31]([F:34])([F:33])[F:32])[CH:20]=1)=[N:9][C:8]([CH3:37])([CH3:36])[CH2:7]2)[CH3:2].[C:38]([C:40]1[CH:47]=[CH:46][C:43]([CH2:44]Br)=[CH:42][CH:41]=1)#[N:39].[I-].[K+].C(=O)([O-])[O-].[K+].[K+], predict the reaction product. The product is: [C:38]([C:40]1[CH:47]=[CH:46][C:43]([CH2:44][N:29]([C:30](=[O:35])[C:31]([F:32])([F:33])[F:34])[C:21]2[CH:20]=[C:19]([C:10]3[C:11]4[C:6](=[CH:5][C:4]([O:3][CH2:1][CH3:2])=[C:13]5[O:14][C:15]([CH3:18])([CH3:17])[CH2:16][C:12]5=4)[CH2:7][C:8]([CH3:36])([CH3:37])[N:9]=3)[CH:28]=[CH:27][C:22]=2[C:23]([O:25][CH3:26])=[O:24])=[CH:42][CH:41]=1)#[N:39]. (3) Given the reactants Cl[CH2:2][CH2:3][O:4][C:5]1[CH:10]=[CH:9][C:8]([C:11]2[S:32][C:14]3=[N:15][CH:16]=[C:17]([C:30]#[N:31])[C:18]([NH:19][C:20]4[C:21]([CH3:29])=[C:22]5[C:26](=[CH:27][CH:28]=4)[NH:25][CH:24]=[CH:23]5)=[C:13]3[CH:12]=2)=[CH:7][CH:6]=1.[CH3:33][NH:34][CH3:35].C1COCC1.[I].[Na], predict the reaction product. The product is: [CH3:33][N:34]([CH3:35])[CH2:2][CH2:3][O:4][C:5]1[CH:10]=[CH:9][C:8]([C:11]2[S:32][C:14]3=[N:15][CH:16]=[C:17]([C:30]#[N:31])[C:18]([NH:19][C:20]4[C:21]([CH3:29])=[C:22]5[C:26](=[CH:27][CH:28]=4)[NH:25][CH:24]=[CH:23]5)=[C:13]3[CH:12]=2)=[CH:7][CH:6]=1. (4) The product is: [NH2:27][C:26]1[C:13]2[N:14]=[C:15]([CH2:22][CH2:23][CH2:24][CH3:25])[N:16]([CH2:17][C:18]([OH:21])([CH3:19])[CH3:20])[C:12]=2[C:3]2[CH:4]=[CH:5][C:6]([C:8]([O:10][CH3:11])=[O:9])=[CH:7][C:2]=2[N:1]=1. Given the reactants [NH2:1][C:2]1[CH:7]=[C:6]([C:8]([O:10][CH3:11])=[O:9])[CH:5]=[CH:4][C:3]=1[C:12]1[N:16]([CH2:17][C:18]([OH:21])([CH3:20])[CH3:19])[C:15]([CH2:22][CH2:23][CH2:24][CH3:25])=[N:14][C:13]=1[C:26]#[N:27].Cl.O1CCOCC1, predict the reaction product. (5) Given the reactants CCN(C(C)C)C(C)C.[C:10]([C:12]1[CH:17]=[CH:16][CH:15]=[CH:14][C:13]=1[N:18]1[CH:22]=[C:21]([C:23]([OH:25])=O)[N:20]=[N:19]1)#[N:11].NC1C=CC=CC=1C#N.C1C=CC2N(O)N=NC=2C=1.CCN=C=NCCCN(C)C.Cl.[NH2:57][CH2:58][C:59]([N:61]1[CH2:66][CH2:65][CH:64]([O:67][C:68]2[CH:73]=[CH:72][CH:71]=[C:70]([C:74]([F:77])([F:76])[F:75])[CH:69]=2)[CH2:63][CH2:62]1)=[O:60], predict the reaction product. The product is: [O:60]=[C:59]([N:61]1[CH2:62][CH2:63][CH:64]([O:67][C:68]2[CH:73]=[CH:72][CH:71]=[C:70]([C:74]([F:77])([F:75])[F:76])[CH:69]=2)[CH2:65][CH2:66]1)[CH2:58][NH:57][C:23]([C:21]1[N:20]=[N:19][N:18]([C:13]2[CH:14]=[CH:15][CH:16]=[CH:17][C:12]=2[C:10]#[N:11])[CH:22]=1)=[O:25]. (6) The product is: [CH3:46][N:22]([CH3:21])[C:23]1[CH:30]=[CH:29][C:26]([CH:27]=[C:18]2[S:14][C:15](=[O:20])[NH:16][C:17]2=[O:19])=[CH:25][C:24]=1[C:31]1[C:40]([CH3:41])=[CH:39][C:38]2[C:37]([CH3:42])([CH3:43])[CH2:36][CH2:35][C:34]([CH3:45])([CH3:44])[C:33]=2[CH:32]=1. Given the reactants C1(C)C=CC=CC=1.N1CCCCC1.[S:14]1[CH2:18][C:17](=[O:19])[NH:16][C:15]1=[O:20].[CH3:21][N:22]([CH3:46])[C:23]1[CH:30]=[CH:29][C:26]([CH:27]=O)=[CH:25][C:24]=1[C:31]1[C:40]([CH3:41])=[CH:39][C:38]2[C:37]([CH3:43])([CH3:42])[CH2:36][CH2:35][C:34]([CH3:45])([CH3:44])[C:33]=2[CH:32]=1, predict the reaction product.